This data is from Reaction yield outcomes from USPTO patents with 853,638 reactions. The task is: Predict the reaction yield, written as a fraction of the theoretical maximum amount of product (1.0 means a 100% yield; for example, 0.34 means a 34% yield). The reactants are Br[CH2:2][CH2:3][CH2:4][CH2:5][CH2:6][CH2:7][CH2:8][CH2:9][CH2:10][CH2:11][CH2:12][CH2:13][N:14]1[C:22](=[O:23])[C:21]2[C:16](=[CH:17][CH:18]=[CH:19][CH:20]=2)[C:15]1=[O:24].[CH2:25]([O:27][P:28]([O:32]CC)[O:29][CH2:30][CH3:31])[CH3:26]. The catalyst is C(OCC)(=O)C. The product is [O:24]=[C:15]1[C:16]2[C:21](=[CH:20][CH:19]=[CH:18][CH:17]=2)[C:22](=[O:23])[N:14]1[CH2:13][CH2:12][CH2:11][CH2:10][CH2:9][CH2:8][CH2:7][CH2:6][CH2:5][CH2:4][CH2:3][CH2:2][P:28](=[O:32])([O:29][CH2:30][CH3:31])[O:27][CH2:25][CH3:26]. The yield is 0.840.